Dataset: Full USPTO retrosynthesis dataset with 1.9M reactions from patents (1976-2016). Task: Predict the reactants needed to synthesize the given product. (1) Given the product [Br:1][C:2]1[C:3]([C@H:10]([NH:20][C:21](=[O:36])[CH2:22][N:23]2[C:31]3[CH2:30][CH2:29][CH2:28][CH2:27][C:26]=3[C:25]([C:32]([F:35])([F:34])[F:33])=[N:24]2)[CH2:11][C:12]2[CH:17]=[C:16]([F:18])[CH:15]=[C:14]([F:19])[CH:13]=2)=[N:4][C:5]([S:8]([CH3:9])(=[O:45])=[O:48])=[N:6][CH:7]=1, predict the reactants needed to synthesize it. The reactants are: [Br:1][C:2]1[C:3]([C@H:10]([NH:20][C:21](=[O:36])[CH2:22][N:23]2[C:31]3[CH2:30][CH2:29][CH2:28][CH2:27][C:26]=3[C:25]([C:32]([F:35])([F:34])[F:33])=[N:24]2)[CH2:11][C:12]2[CH:17]=[C:16]([F:18])[CH:15]=[C:14]([F:19])[CH:13]=2)=[N:4][C:5]([S:8][CH3:9])=[N:6][CH:7]=1.C1C=C(Cl)C=C(C(OO)=[O:45])C=1.[OH2:48]. (2) Given the product [CH:35]1([CH2:34][CH2:33][C:32]#[N:39])[CH2:44][CH2:43][CH2:42][CH:41]=[CH:40][CH2:37][CH2:36]1, predict the reactants needed to synthesize it. The reactants are: [Sn](Br)(CCCC)(CCCC)CCCC.[Sn](CCCC)(CCCC)(CCCC)CCCC.[C:32](#[N:39])[CH2:33][CH2:34][CH2:35][CH2:36][C:37]#N.[CH3:40][CH2:41][CH2:42][CH2:43][CH2:44][CH2:40][CH2:41][CH2:42][CH2:43][CH2:44][CH2:40][CH2:41][CH2:42][CH2:43][CH2:44]C.C12CCCC1CCC=2. (3) Given the product [CH3:1][O:2][C:3](=[O:29])[C@H:4]([CH3:28])[C@H:5]([NH2:12])[C:6]1[CH:11]=[CH:10][CH:9]=[CH:8][CH:7]=1, predict the reactants needed to synthesize it. The reactants are: [CH3:1][O:2][C:3](=[O:29])[C@H:4]([CH3:28])[C@H:5]([N:12](CC1C=CC=CC=1)[C@@H](C1C=CC=CC=1)C)[C:6]1[CH:11]=[CH:10][CH:9]=[CH:8][CH:7]=1.CO.Cl. (4) Given the product [Cl:32][C:26]1[C:27](=[O:31])[N:28]([CH3:30])[CH:29]=[C:24]([N:23]2[CH:8]([C:5]3[CH:4]=[CH:3][C:2]([Cl:1])=[CH:7][CH:6]=3)[C:9]3[CH:10]=[N:11][N:12]([CH:19]4[CH2:20][CH2:21]4)[C:13]=3[C:14]2=[O:16])[CH:25]=1, predict the reactants needed to synthesize it. The reactants are: [Cl:1][C:2]1[CH:7]=[CH:6][C:5]([CH:8](O)[C:9]2[CH:10]=[N:11][N:12]([CH:19]3[CH2:21][CH2:20]3)[C:13]=2[C:14]([O:16]CC)=O)=[CH:4][CH:3]=1.[NH2:23][C:24]1[CH:25]=[C:26]([Cl:32])[C:27](=[O:31])[N:28]([CH3:30])[CH:29]=1. (5) The reactants are: [CH3:1][N:2]([CH3:21])[C:3]1[CH:8]=[CH:7][C:6]([C:9]2[S:10][C:11]3[CH:17]([OH:18])[CH2:16][CH2:15][CH2:14][C:12]=3[N:13]=2)=[C:5]([O:19]C)[CH:4]=1.B(Br)(Br)Br.O.C([O-])(O)=O.[Na+]. Given the product [CH3:1][N:2]([CH3:21])[C:3]1[CH:8]=[CH:7][C:6]([C:9]2[S:10][C:11]3[CH:17]([OH:18])[CH2:16][CH2:15][CH2:14][C:12]=3[N:13]=2)=[C:5]([OH:19])[CH:4]=1, predict the reactants needed to synthesize it. (6) The reactants are: Cl.Cl.[C:3]([NH:7][C:8](=[O:22])[C:9]1[CH:14]=[CH:13][CH:12]=[C:11]([CH2:15][N:16]2[CH2:21][CH2:20][NH:19][CH2:18][CH2:17]2)[CH:10]=1)([CH3:6])([CH3:5])[CH3:4].C(N(C(C)C)C(C)C)C.[N+:32]([C:35]1[CH:43]=[CH:42][C:38]([C:39](Cl)=[O:40])=[CH:37][CH:36]=1)([O-:34])=[O:33]. Given the product [C:3]([NH:7][C:8](=[O:22])[C:9]1[CH:14]=[CH:13][CH:12]=[C:11]([CH2:15][N:16]2[CH2:17][CH2:18][N:19]([C:39](=[O:40])[C:38]3[CH:37]=[CH:36][C:35]([N+:32]([O-:34])=[O:33])=[CH:43][CH:42]=3)[CH2:20][CH2:21]2)[CH:10]=1)([CH3:6])([CH3:4])[CH3:5], predict the reactants needed to synthesize it. (7) Given the product [CH2:15]1[C@@H:14]2[C@@H:13]([CH2:21][CH:20]=[CH:19][CH2:18]2)[CH2:12][NH:16]1, predict the reactants needed to synthesize it. The reactants are: [H-].[H-].[H-].[H-].[Li+].[Al+3].C1COCC1.[C:12]1(=O)[NH:16][C:15](=O)[CH:14]2[CH2:18][CH2:19][CH:20]=[CH:21][CH:13]12.